From a dataset of Forward reaction prediction with 1.9M reactions from USPTO patents (1976-2016). Predict the product of the given reaction. (1) Given the reactants Br[C:2]1[N:3]=[CH:4][C:5]([NH2:8])=[N:6][CH:7]=1.C1OCCOCCOCCOCCOCCOC1.[C-:27]#[N:28].[K+].C(Cl)(Cl)Cl, predict the reaction product. The product is: [NH2:8][C:5]1[CH:4]=[N:3][C:2]([C:27]#[N:28])=[CH:7][N:6]=1. (2) Given the reactants [CH3:1][O:2][C:3]([C:5]1([C:12]#[N:13])[C:7]2([CH2:11][CH2:10][CH2:9][CH2:8]2)[CH2:6]1)=[O:4].[BH4-].[Na+].[H][H].[C:18](O[C:18]([O:20][C:21]([CH3:24])([CH3:23])[CH3:22])=[O:19])([O:20][C:21]([CH3:24])([CH3:23])[CH3:22])=[O:19], predict the reaction product. The product is: [CH3:1][O:2][C:3]([C:5]1([CH2:12][NH:13][C:18]([O:20][C:21]([CH3:24])([CH3:23])[CH3:22])=[O:19])[C:7]2([CH2:8][CH2:9][CH2:10][CH2:11]2)[CH2:6]1)=[O:4]. (3) Given the reactants Cl.[NH2:2][CH2:3][CH:4]([CH3:7])[CH2:5][OH:6].C(N(CC)CC)C.[C:15](O[C:15]([O:17][C:18]([CH3:21])([CH3:20])[CH3:19])=[O:16])([O:17][C:18]([CH3:21])([CH3:20])[CH3:19])=[O:16].[NH4+].[Cl-], predict the reaction product. The product is: [OH:6][CH2:5][CH:4]([CH3:7])[CH2:3][NH:2][C:15](=[O:16])[O:17][C:18]([CH3:21])([CH3:20])[CH3:19]. (4) Given the reactants [F:1][C:2]([F:11])([F:10])[C:3]1[CH:4]=[C:5]([CH:7]=[CH:8][CH:9]=1)[NH2:6].[C:12]([OH:16])(=[O:15])[CH:13]=[CH2:14].[OH-].[Na+], predict the reaction product. The product is: [F:1][C:2]([F:10])([F:11])[C:3]1[CH:4]=[C:5]([CH:7]=[CH:8][CH:9]=1)[NH:6][CH2:14][CH2:13][C:12]([OH:16])=[O:15]. (5) Given the reactants [N:1]([CH:4]([C:25]1[O:29][C:28]([CH2:30][N:31]([CH3:33])[CH3:32])=[CH:27][CH:26]=1)[CH2:5][C:6]1[C:15]([O:16][CH2:17][C:18]2[CH:23]=[CH:22][CH:21]=[CH:20][CH:19]=2)=[C:14]2[C:9]([CH:10]=[CH:11][CH:12]=[N:13]2)=[C:8]([Cl:24])[CH:7]=1)=[N+]=[N-].C1(P(C2C=CC=CC=2)C2C=CC=CC=2)C=CC=CC=1, predict the reaction product. The product is: [CH2:17]([O:16][C:15]1[C:6]([CH2:5][CH:4]([C:25]2[O:29][C:28]([CH2:30][N:31]([CH3:32])[CH3:33])=[CH:27][CH:26]=2)[NH2:1])=[CH:7][C:8]([Cl:24])=[C:9]2[C:14]=1[N:13]=[CH:12][CH:11]=[CH:10]2)[C:18]1[CH:23]=[CH:22][CH:21]=[CH:20][CH:19]=1. (6) Given the reactants Cl[C:2]1[N:11]=[C:10]([O:12]CC)[C:9]2[C:4](=[CH:5][CH:6]=[CH:7][CH:8]=2)[N:3]=1.[C:15](OC)(=[O:23])[C:16]1[C:17](=[CH:19][CH:20]=[CH:21][CH:22]=1)[NH2:18], predict the reaction product. The product is: [OH:12][C:10]1[C:9]2[CH:8]=[CH:7][CH:6]=[CH:5][C:4]=2[N:3]2[C:15](=[O:23])[C:16]3[CH:22]=[CH:21][CH:20]=[CH:19][C:17]=3[N:18]=[C:2]2[N:11]=1.